From a dataset of Full USPTO retrosynthesis dataset with 1.9M reactions from patents (1976-2016). Predict the reactants needed to synthesize the given product. (1) Given the product [NH2:8][CH:9]1[CH2:10][CH2:11][CH:12]([N:15]2[C:26]3=[C:27]4[C:22](=[CH:23][CH:24]=[CH:25]3)[CH:21]=[N:20][CH:19]=[C:18]4[CH2:17][CH2:16]2)[CH2:13][CH2:14]1, predict the reactants needed to synthesize it. The reactants are: C([NH:8][CH:9]1[CH2:14][CH2:13][CH:12]([N:15]2[C:26]3=[C:27]4[C:22](=[CH:23][CH:24]=[CH:25]3)[CH:21]=[N:20][CH:19]=[C:18]4[CH2:17][CH2:16]2)[CH2:11][CH2:10]1)C1C=CC=CC=1. (2) Given the product [CH3:15][C@H:16]1[NH:17][C@@H:18]([CH3:22])[CH2:19][N:20]([CH2:2][C:3]([NH:5][C:6]2[CH:11]=[CH:10][CH:9]=[C:8]([O:12][CH3:13])[C:7]=2[CH3:14])=[O:4])[CH2:21]1, predict the reactants needed to synthesize it. The reactants are: Cl[CH2:2][C:3]([NH:5][C:6]1[CH:11]=[CH:10][CH:9]=[C:8]([O:12][CH3:13])[C:7]=1[CH3:14])=[O:4].[CH3:15][C@H:16]1[CH2:21][NH:20][CH2:19][C@@H:18]([CH3:22])[NH:17]1. (3) Given the product [ClH:35].[C:1]1([O:11][CH2:12][CH2:13][N:14]2[C:22]3[CH:21]=[CH:20][CH:19]=[CH:18][C:17]=3[C:16]3[CH2:23][CH2:24][NH:25][CH2:26][CH2:27][C:15]2=3)[C:10]2[CH2:9][CH2:8][CH2:7][CH2:6][C:5]=2[CH:4]=[CH:3][CH:2]=1, predict the reactants needed to synthesize it. The reactants are: [C:1]1([O:11][CH2:12][CH2:13][N:14]2[C:22]3[CH:21]=[CH:20][CH:19]=[CH:18][C:17]=3[C:16]3[CH2:23][CH2:24][N:25](C(OC(C)(C)C)=O)[CH2:26][CH2:27][C:15]2=3)[C:10]2[CH2:9][CH2:8][CH2:7][CH2:6][C:5]=2[CH:4]=[CH:3][CH:2]=1.[ClH:35]. (4) Given the product [F:45][CH:43]([F:44])[C:40]1[CH:41]=[C:42]2[C:37]([CH2:36][CH2:35][CH2:34][N:33]2[C:19]2[C:20]3[CH2:21][N:22]([C:26]([O:28][C:29]([CH3:32])([CH3:31])[CH3:30])=[O:27])[CH2:23][CH2:24][C:25]=3[N:17]([CH:14]3[CH2:13][CH2:12][NH:11][CH2:16][CH2:15]3)[N:18]=2)=[CH:38][C:39]=1[C:46]1[CH:47]=[N:48][N:49]([CH3:51])[CH:50]=1, predict the reactants needed to synthesize it. The reactants are: C(OC([N:11]1[CH2:16][CH2:15][CH:14]([N:17]2[C:25]3[CH2:24][CH2:23][N:22]([C:26]([O:28][C:29]([CH3:32])([CH3:31])[CH3:30])=[O:27])[CH2:21][C:20]=3[C:19]([N:33]3[C:42]4[C:37](=[CH:38][C:39]([C:46]5[CH:47]=[N:48][N:49]([CH3:51])[CH:50]=5)=[C:40]([CH:43]([F:45])[F:44])[CH:41]=4)[CH2:36][CH2:35][CH2:34]3)=[N:18]2)[CH2:13][CH2:12]1)=O)C1C=CC=CC=1. (5) Given the product [CH2:23]([O:22][C:20]([C:19]1[C:7]([C:1]2[CH:6]=[CH:5][CH:4]=[CH:3][CH:2]=2)=[CH:11][O:10][CH:9]=1)=[O:21])[CH3:24], predict the reactants needed to synthesize it. The reactants are: [C:1]1([C:7]2N=[CH:9][O:10][CH:11]=2)[CH:6]=[CH:5][CH:4]=[CH:3][CH:2]=1.C1(C#[C:19][C:20]([O:22][CH2:23][CH3:24])=[O:21])C=CC=CC=1.